Dataset: Forward reaction prediction with 1.9M reactions from USPTO patents (1976-2016). Task: Predict the product of the given reaction. (1) Given the reactants Br[C:2]1[C:3]([C:16]2[CH:21]=[CH:20][CH:19]=[CH:18][CH:17]=2)=[N:4][N:5]2[C:10]([N:11]3[CH2:15][CH2:14][CH2:13][CH2:12]3)=[CH:9][CH:8]=[N:7][C:6]=12.[F:22][C:23]1[CH:28]=[C:27](B(O)O)[CH:26]=[CH:25][N:24]=1.C(=O)([O-])[O-].[Na+].[Na+], predict the reaction product. The product is: [F:22][C:23]1[CH:28]=[C:27]([C:2]2[C:3]([C:16]3[CH:21]=[CH:20][CH:19]=[CH:18][CH:17]=3)=[N:4][N:5]3[C:10]([N:11]4[CH2:15][CH2:14][CH2:13][CH2:12]4)=[CH:9][CH:8]=[N:7][C:6]=23)[CH:26]=[CH:25][N:24]=1. (2) Given the reactants [O:1]1[C:5]2[CH:6]=[CH:7][C:8](B(O)O)=[CH:9][C:4]=2[CH2:3][CH2:2]1.I[C:14]1[C:22]2[C:17](=[N:18][CH:19]=[N:20][C:21]=2[NH2:23])[N:16]([CH:24]([CH3:26])[CH3:25])[N:15]=1.C([O-])([O-])=O.[Na+].[Na+], predict the reaction product. The product is: [O:1]1[C:5]2[CH:6]=[CH:7][C:8]([C:14]3[C:22]4[C:17](=[N:18][CH:19]=[N:20][C:21]=4[NH2:23])[N:16]([CH:24]([CH3:26])[CH3:25])[N:15]=3)=[CH:9][C:4]=2[CH2:3][CH2:2]1. (3) Given the reactants [CH:1]1([CH:7]([CH:19]2[CH2:24][CH2:23][CH2:22][CH2:21][CH2:20]2)[C:8]([NH:10][C@@H:11]2[C@H:18]3[C@H:14]([CH2:15][NH:16][CH2:17]3)[CH2:13][CH2:12]2)=[O:9])[CH2:6][CH2:5][CH2:4][CH2:3][CH2:2]1.C(N(CC)CC)C.[F:32][C:33]([F:45])([F:44])[C:34]1[CH:35]=[C:36]([S:40](Cl)(=[O:42])=[O:41])[CH:37]=[CH:38][CH:39]=1, predict the reaction product. The product is: [CH:19]1([CH:7]([CH:1]2[CH2:2][CH2:3][CH2:4][CH2:5][CH2:6]2)[C:8]([NH:10][C@@H:11]2[C@H:18]3[C@H:14]([CH2:15][N:16]([S:40]([C:36]4[CH:37]=[CH:38][CH:39]=[C:34]([C:33]([F:32])([F:44])[F:45])[CH:35]=4)(=[O:42])=[O:41])[CH2:17]3)[CH2:13][CH2:12]2)=[O:9])[CH2:24][CH2:23][CH2:22][CH2:21][CH2:20]1.